This data is from NCI-60 drug combinations with 297,098 pairs across 59 cell lines. The task is: Regression. Given two drug SMILES strings and cell line genomic features, predict the synergy score measuring deviation from expected non-interaction effect. (1) Drug 2: C1C(C(OC1N2C=NC(=NC2=O)N)CO)O. Cell line: HL-60(TB). Synergy scores: CSS=15.9, Synergy_ZIP=-1.98, Synergy_Bliss=2.26, Synergy_Loewe=-27.0, Synergy_HSA=-1.23. Drug 1: CC1=CC=C(C=C1)C2=CC(=NN2C3=CC=C(C=C3)S(=O)(=O)N)C(F)(F)F. (2) Drug 1: CCCS(=O)(=O)NC1=C(C(=C(C=C1)F)C(=O)C2=CNC3=C2C=C(C=N3)C4=CC=C(C=C4)Cl)F. Drug 2: CNC(=O)C1=CC=CC=C1SC2=CC3=C(C=C2)C(=NN3)C=CC4=CC=CC=N4. Cell line: ACHN. Synergy scores: CSS=25.2, Synergy_ZIP=6.30, Synergy_Bliss=12.5, Synergy_Loewe=10.3, Synergy_HSA=11.6. (3) Drug 1: CC1C(C(CC(O1)OC2CC(CC3=C2C(=C4C(=C3O)C(=O)C5=C(C4=O)C(=CC=C5)OC)O)(C(=O)C)O)N)O.Cl. Drug 2: CC1CCC2CC(C(=CC=CC=CC(CC(C(=O)C(C(C(=CC(C(=O)CC(OC(=O)C3CCCCN3C(=O)C(=O)C1(O2)O)C(C)CC4CCC(C(C4)OC)OCCO)C)C)O)OC)C)C)C)OC. Cell line: HCT116. Synergy scores: CSS=31.8, Synergy_ZIP=5.58, Synergy_Bliss=5.83, Synergy_Loewe=5.17, Synergy_HSA=8.11. (4) Drug 1: C1=NC2=C(N=C(N=C2N1C3C(C(C(O3)CO)O)O)F)N. Drug 2: CC(C)(C#N)C1=CC(=CC(=C1)CN2C=NC=N2)C(C)(C)C#N. Cell line: SK-MEL-5. Synergy scores: CSS=6.99, Synergy_ZIP=1.57, Synergy_Bliss=2.57, Synergy_Loewe=0.937, Synergy_HSA=0.244. (5) Drug 1: C1CCN(CC1)CCOC2=CC=C(C=C2)C(=O)C3=C(SC4=C3C=CC(=C4)O)C5=CC=C(C=C5)O. Drug 2: C1CCC(C(C1)N)N.C(=O)(C(=O)[O-])[O-].[Pt+4]. Cell line: DU-145. Synergy scores: CSS=9.24, Synergy_ZIP=-0.164, Synergy_Bliss=6.97, Synergy_Loewe=4.10, Synergy_HSA=3.02. (6) Drug 1: CC1=C2C(C(=O)C3(C(CC4C(C3C(C(C2(C)C)(CC1OC(=O)C(C(C5=CC=CC=C5)NC(=O)OC(C)(C)C)O)O)OC(=O)C6=CC=CC=C6)(CO4)OC(=O)C)OC)C)OC. Drug 2: CC1C(C(=O)NC(C(=O)N2CCCC2C(=O)N(CC(=O)N(C(C(=O)O1)C(C)C)C)C)C(C)C)NC(=O)C3=C4C(=C(C=C3)C)OC5=C(C(=O)C(=C(C5=N4)C(=O)NC6C(OC(=O)C(N(C(=O)CN(C(=O)C7CCCN7C(=O)C(NC6=O)C(C)C)C)C)C(C)C)C)N)C. Cell line: OVCAR3. Synergy scores: CSS=55.7, Synergy_ZIP=13.6, Synergy_Bliss=12.0, Synergy_Loewe=0.123, Synergy_HSA=12.1. (7) Drug 1: CCCCC(=O)OCC(=O)C1(CC(C2=C(C1)C(=C3C(=C2O)C(=O)C4=C(C3=O)C=CC=C4OC)O)OC5CC(C(C(O5)C)O)NC(=O)C(F)(F)F)O. Drug 2: C1CN(CCN1C(=O)CCBr)C(=O)CCBr. Cell line: OVCAR3. Synergy scores: CSS=30.2, Synergy_ZIP=-0.517, Synergy_Bliss=0.486, Synergy_Loewe=-17.4, Synergy_HSA=-1.12.